This data is from Forward reaction prediction with 1.9M reactions from USPTO patents (1976-2016). The task is: Predict the product of the given reaction. (1) Given the reactants [Cl:1][C:2]1[CH:7]=[CH:6][C:5]([S:8]([N:11]2[CH:16]3[CH2:17][CH2:18][CH2:19][CH:12]2[CH2:13][C:14](=[O:20])[CH2:15]3)(=[O:10])=[O:9])=[CH:4][CH:3]=1.C([N-]C(C)C)(C)C.[Li+].[C:29](#N)[C:30](C)=[O:31], predict the reaction product. The product is: [C:30]([CH:15]1[C:14](=[O:20])[CH2:13][CH:12]2[N:11]([S:8]([C:5]3[CH:4]=[CH:3][C:2]([Cl:1])=[CH:7][CH:6]=3)(=[O:9])=[O:10])[CH:16]1[CH2:17][CH2:18][CH2:19]2)(=[O:31])[CH3:29]. (2) The product is: [CH3:14][O:5][C:4](=[O:6])[C:3]1[CH:7]=[C:8]([N+:11]([O-:13])=[O:12])[CH:9]=[CH:10][C:2]=1[F:1]. Given the reactants [F:1][C:2]1[CH:10]=[CH:9][C:8]([N+:11]([O-:13])=[O:12])=[CH:7][C:3]=1[C:4]([OH:6])=[O:5].[CH3:14]O.S(=O)(=O)(O)O, predict the reaction product. (3) Given the reactants [CH2:1]([N:5]1[C:13]2[C:8](=[CH:9][CH:10]=[C:11]([C:14]([O:16]CCCC)=[O:15])[CH:12]=2)[C:7]([C:21](=[O:26])[C:22]([F:25])([F:24])[F:23])=[CH:6]1)[CH2:2][CH2:3][CH3:4].O[Li].O.C1COCC1.O, predict the reaction product. The product is: [CH2:1]([N:5]1[C:13]2[C:8](=[CH:9][CH:10]=[C:11]([C:14]([OH:16])=[O:15])[CH:12]=2)[C:7]([C:21](=[O:26])[C:22]([F:23])([F:24])[F:25])=[CH:6]1)[CH2:2][CH2:3][CH3:4].